Task: Predict which catalyst facilitates the given reaction.. Dataset: Catalyst prediction with 721,799 reactions and 888 catalyst types from USPTO (1) Product: [C:16]([Si:19]([CH3:21])([CH3:20])[O:9][C:3]1[CH:4]=[C:5]([CH3:8])[CH:6]=[CH:7][C:2]=1[NH2:1])([CH3:18])([CH3:17])[CH3:15]. The catalyst class is: 3. Reactant: [NH2:1][C:2]1[CH:7]=[CH:6][C:5]([CH3:8])=[CH:4][C:3]=1[OH:9].N1C=CN=C1.[CH3:15][C:16]([Si:19](Cl)([CH3:21])[CH3:20])([CH3:18])[CH3:17].O. (2) Reactant: [F:1][C:2]1[C:21]([F:22])=[CH:20][CH:19]=[CH:18][C:3]=1[CH2:4][N:5]1[C:9]2=[N:10][C:11]([CH3:14])=[N:12][CH:13]=[C:8]2[C:7]([C:15](=[NH:17])[NH2:16])=[N:6]1.C([N:25](CC)CC)C.O.NN. Product: [F:1][C:2]1[C:21]([F:22])=[CH:20][CH:19]=[CH:18][C:3]=1[CH2:4][N:5]1[C:9]2=[N:10][C:11]([CH3:14])=[N:12][CH:13]=[C:8]2[C:7]([C:15](=[NH:16])[NH:17][NH2:25])=[N:6]1. The catalyst class is: 8. (3) Reactant: [CH3:1][O:2][C:3]1[CH:4]=[C:5]([CH2:11][CH2:12][NH:13][C:14](=[O:25])[C:15]([C:18]2[CH:23]=[CH:22][C:21]([CH3:24])=[CH:20][CH:19]=2)=[CH:16][OH:17])[CH:6]=[CH:7][C:8]=1[O:9][CH3:10].Cl[CH2:27][C:28]#[CH:29].CN(C)C=O.[H-].[Na+]. Product: [CH3:1][O:2][C:3]1[CH:4]=[C:5]([CH2:11][CH2:12][NH:13][C:14](=[O:25])[C:15]([C:18]2[CH:23]=[CH:22][C:21]([CH3:24])=[CH:20][CH:19]=2)=[CH:16][O:17][CH2:29][C:28]#[CH:27])[CH:6]=[CH:7][C:8]=1[O:9][CH3:10]. The catalyst class is: 6. (4) Reactant: Br[C:2]1[S:3][CH:4]=[C:5]([CH2:7][O:8][Si:9]([C:12]([CH3:15])([CH3:14])[CH3:13])([CH3:11])[CH3:10])[N:6]=1.C([Li])CCC.CN(C)[C:23](=[O:25])[CH3:24]. Product: [Si:9]([O:8][CH2:7][C:5]1[N:6]=[C:2]([C:23](=[O:25])[CH3:24])[S:3][CH:4]=1)([C:12]([CH3:15])([CH3:14])[CH3:13])([CH3:11])[CH3:10]. The catalyst class is: 1. (5) Reactant: Br[CH:2]([C:9]1[CH:14]=[CH:13][CH:12]=[CH:11][CH:10]=1)[C:3]1[CH:8]=[CH:7][CH:6]=[CH:5][CH:4]=1.[F:15][C:16]1[CH:17]=[C:18]([OH:25])[CH:19]=[CH:20][C:21]=1[N+:22]([O-:24])=[O:23].C([O-])([O-])=O.[K+].[K+]. Product: [F:15][C:16]1[CH:17]=[C:18]([CH:19]=[CH:20][C:21]=1[N+:22]([O-:24])=[O:23])[O:25][CH:2]([C:9]1[CH:14]=[CH:13][CH:12]=[CH:11][CH:10]=1)[C:3]1[CH:8]=[CH:7][CH:6]=[CH:5][CH:4]=1. The catalyst class is: 9.